From a dataset of Reaction yield outcomes from USPTO patents with 853,638 reactions. Predict the reaction yield, written as a fraction of the theoretical maximum amount of product (1.0 means a 100% yield; for example, 0.34 means a 34% yield). (1) The reactants are C(ON=O)CCC.N[C:9]1[C:10]([Cl:21])=[C:11]([O:19][CH3:20])[CH:12]=[C:13]([CH:18]=1)[C:14]([O:16][CH3:17])=[O:15].[ClH:22].C(=O)([O-])[O-].[Na+].[Na+]. The catalyst is C(#N)C.[Cu]. The product is [Cl:21][C:10]1[C:9]([Cl:22])=[CH:18][C:13]([C:14]([O:16][CH3:17])=[O:15])=[CH:12][C:11]=1[O:19][CH3:20]. The yield is 0.970. (2) The reactants are Cl.Cl.[NH:3]1[CH2:8][CH2:7][CH2:6][C@@H:5]([NH:9][C:10]2[N:11]=[CH:12][C:13](/[CH:16]=[CH:17]/[C:18]([O:20][CH2:21][CH3:22])=[O:19])=[N:14][CH:15]=2)[CH2:4]1.C(N(C(C)C)CC)(C)C.Cl[C:33]1[N:38]=[CH:37][N:36]=[CH:35][CH:34]=1. The catalyst is CN(C=O)C. The product is [N:36]1[CH:35]=[CH:34][CH:33]=[N:38][C:37]=1[N:3]1[CH2:8][CH2:7][CH2:6][C@@H:5]([NH:9][C:10]2[N:11]=[CH:12][C:13](/[CH:16]=[CH:17]/[C:18]([O:20][CH2:21][CH3:22])=[O:19])=[N:14][CH:15]=2)[CH2:4]1. The yield is 0.460. (3) The reactants are [OH-].[Na+].CC1(C)C(C)(C)OB([C:11]2[CH:19]=[CH:18][CH:17]=[C:16]3[C:12]=2[CH:13]=[CH:14][NH:15]3)O1.[NH2:21][C:22]1[CH:27]=[CH:26][C:25](Br)=[CH:24][N:23]=1. The catalyst is [Pd].C1COCC1. The product is [NH:15]1[C:16]2[C:12](=[C:11]([C:25]3[CH:26]=[CH:27][C:22]([NH2:21])=[N:23][CH:24]=3)[CH:19]=[CH:18][CH:17]=2)[CH:13]=[CH:14]1. The yield is 0.840. (4) The reactants are CCN=C=NCCCN(C)C.[NH:12]([C:19]1[O:20][C:21]([C:24]([OH:26])=O)=[CH:22][N:23]=1)[C:13]1[CH:18]=[CH:17][CH:16]=[CH:15][CH:14]=1.C1C=CC2N(O)N=NC=2C=1.[NH2:37][C:38]1[CH:43]=[CH:42][C:41]([CH:44]2[CH2:49][CH2:48][CH:47]([CH2:50][C:51]([O:53][CH2:54][CH3:55])=[O:52])[CH2:46][CH2:45]2)=[CH:40][CH:39]=1.CCN(C(C)C)C(C)C. The catalyst is CN(C=O)C.O. The product is [NH:12]([C:19]1[O:20][C:21]([C:24]([NH:37][C:38]2[CH:39]=[CH:40][C:41]([CH:44]3[CH2:45][CH2:46][CH:47]([CH2:50][C:51]([O:53][CH2:54][CH3:55])=[O:52])[CH2:48][CH2:49]3)=[CH:42][CH:43]=2)=[O:26])=[CH:22][N:23]=1)[C:13]1[CH:14]=[CH:15][CH:16]=[CH:17][CH:18]=1. The yield is 0.590. (5) The reactants are [CH3:1][O:2][C:3]1[CH:4]=[C:5]2[C:10](=[CH:11][C:12]=1[O:13][CH2:14][C@H:15]1[CH2:17][O:16]1)[N:9]=[CH:8][N:7]=[C:6]2[O:18][C:19]1[CH:20]=[C:21]2[C:25](=[CH:26][CH:27]=1)[NH:24][C:23]([CH3:28])=[CH:22]2.[CH2:29]([NH:31][CH2:32][CH3:33])[CH3:30]. The catalyst is CN(C=O)C. The product is [CH2:29]([N:31]([CH2:17][C@@H:15]([OH:16])[CH2:14][O:13][C:12]1[CH:11]=[C:10]2[C:5]([C:6]([O:18][C:19]3[CH:20]=[C:21]4[C:25](=[CH:26][CH:27]=3)[NH:24][C:23]([CH3:28])=[CH:22]4)=[N:7][CH:8]=[N:9]2)=[CH:4][C:3]=1[O:2][CH3:1])[CH2:32][CH3:33])[CH3:30]. The yield is 0.810. (6) The reactants are [Cl:1][C:2]1[S:6][C:5]([CH2:7][N:8]2[C:16]3[C:11](=[CH:12][CH:13]=[CH:14][CH:15]=3)[C:10](=O)[C:9]2=[O:18])=[CH:4][CH:3]=1.[F:19][C:20]([F:29])([F:28])[C:21]1[CH:22]=[C:23]([CH:25]=[CH:26][CH:27]=1)[NH2:24]. No catalyst specified. The product is [Cl:1][C:2]1[S:6][C:5]([CH2:7][N:8]2[C:16]3[C:11](=[CH:12][CH:13]=[CH:14][CH:15]=3)[C:10](=[N:24][C:23]3[CH:25]=[CH:26][CH:27]=[C:21]([C:20]([F:19])([F:28])[F:29])[CH:22]=3)[C:9]2=[O:18])=[CH:4][CH:3]=1. The yield is 0.610. (7) The product is [NH2:12][NH:13][C:8](=[O:10])[CH2:7][N:3]1[CH2:4][CH2:5][CH2:6][C:2]1=[O:1]. The catalyst is C(O)C. The reactants are [O:1]=[C:2]1[CH2:6][CH2:5][CH2:4][N:3]1[CH2:7][C:8]([O:10]C)=O.[NH2:12][NH2:13]. The yield is 1.00. (8) The reactants are [N:1]1[CH:6]=[CH:5][C:4]([C:7](=O)[CH2:8][C:9]([O:11]CC)=O)=[CH:3][CH:2]=1.Cl.Cl.[NH2:17][CH:18]1[NH:23][CH2:22][CH:21]=[CH:20][NH:19]1.C(=O)([O-])[O-].[K+].[K+]. The catalyst is C(O)C. The product is [N:1]1[CH:2]=[CH:3][C:4]([C:7]2[N:17]=[C:18]3[NH:23][CH2:22][CH2:21][CH2:20][N:19]3[C:9](=[O:11])[CH:8]=2)=[CH:5][CH:6]=1. The yield is 0.750. (9) The reactants are [CH3:1][C:2]1[N:7]([C:8]2[CH:13]=[CH:12][CH:11]=[C:10]([C:14]([F:17])([F:16])[F:15])[CH:9]=2)[C:6](=[O:18])[C:5]([C:19]([OH:21])=O)=[CH:4][C:3]=1[C:22]1[N:23]([CH3:27])[N:24]=[CH:25][CH:26]=1.CN(C(O[N:36]1N=[N:43][C:38]2C=CC=C[C:37]1=2)=[N+](C)C)C.F[P-](F)(F)(F)(F)F.CCN(C(C)C)C(C)C.Cl.NCC#N. The catalyst is O1CCOCC1. The product is [C:37]([CH2:38][NH:43][C:19]([C:5]1[C:6](=[O:18])[N:7]([C:8]2[CH:13]=[CH:12][CH:11]=[C:10]([C:14]([F:17])([F:15])[F:16])[CH:9]=2)[C:2]([CH3:1])=[C:3]([C:22]2[N:23]([CH3:27])[N:24]=[CH:25][CH:26]=2)[CH:4]=1)=[O:21])#[N:36]. The yield is 0.720. (10) The reactants are [F:8][C:7]([F:10])([F:9])[C:6](O[C:6](=[O:11])[C:7]([F:10])([F:9])[F:8])=[O:11].[C:14]1([CH:20]2[CH2:25][CH2:24][NH:23][CH2:22][CH2:21]2)[CH:19]=[CH:18][CH:17]=[CH:16][CH:15]=1.C(N(CC)CC)C. The catalyst is C(Cl)Cl. The product is [F:10][C:7]([F:8])([F:9])[C:6]([N:23]1[CH2:24][CH2:25][CH:20]([C:14]2[CH:19]=[CH:18][CH:17]=[CH:16][CH:15]=2)[CH2:21][CH2:22]1)=[O:11]. The yield is 0.880.